From a dataset of NCI-60 drug combinations with 297,098 pairs across 59 cell lines. Regression. Given two drug SMILES strings and cell line genomic features, predict the synergy score measuring deviation from expected non-interaction effect. Drug 1: CC1C(C(CC(O1)OC2CC(OC(C2O)C)OC3=CC4=CC5=C(C(=O)C(C(C5)C(C(=O)C(C(C)O)O)OC)OC6CC(C(C(O6)C)O)OC7CC(C(C(O7)C)O)OC8CC(C(C(O8)C)O)(C)O)C(=C4C(=C3C)O)O)O)O. Drug 2: CC(C)NC(=O)C1=CC=C(C=C1)CNNC.Cl. Cell line: MDA-MB-231. Synergy scores: CSS=46.0, Synergy_ZIP=0.560, Synergy_Bliss=-1.74, Synergy_Loewe=-11.3, Synergy_HSA=-1.91.